Dataset: Reaction yield outcomes from USPTO patents with 853,638 reactions. Task: Predict the reaction yield, written as a fraction of the theoretical maximum amount of product (1.0 means a 100% yield; for example, 0.34 means a 34% yield). (1) The reactants are [CH2:1]([C:3]1[CH:8]=[CH:7][C:6]([NH:9][C:10](=[O:42])[O:11][CH2:12][C:13]2([C:30](=[O:41])[NH:31][CH2:32][C:33]3[CH:38]=[CH:37][CH:36]=[C:35]([F:39])[C:34]=3[CH3:40])[CH2:18][CH2:17][N:16]([C:19](=[O:29])[CH2:20][NH:21]C(OC(C)(C)C)=O)[CH2:15][CH2:14]2)=[CH:5][CH:4]=1)[CH3:2].Cl. The catalyst is C(Cl)Cl. The product is [CH2:1]([C:3]1[CH:4]=[CH:5][C:6]([NH:9][C:10](=[O:42])[O:11][CH2:12][C:13]2([C:30](=[O:41])[NH:31][CH2:32][C:33]3[CH:38]=[CH:37][CH:36]=[C:35]([F:39])[C:34]=3[CH3:40])[CH2:14][CH2:15][N:16]([C:19](=[O:29])[CH2:20][NH2:21])[CH2:17][CH2:18]2)=[CH:7][CH:8]=1)[CH3:2]. The yield is 0.790. (2) The reactants are Br[CH:2]([C:4]1[CH:5]=[C:6]([C:22]([N:24]([CH3:26])[CH3:25])=[O:23])[CH:7]=[C:8]2[C:13]=1[O:12][C:11]([N:14]1[CH2:19][CH2:18][O:17][C@@H:16]([CH3:20])[CH2:15]1)=[CH:10][C:9]2=[O:21])[CH3:3].[F:27][C:28]1[CH:29]=[C:30]([CH:32]=[C:33]([F:35])[CH:34]=1)[NH2:31]. The catalyst is CC(N(C)C)=O.C(OCC)(=O)C. The product is [F:27][C:28]1[CH:29]=[C:30]([NH:31][CH:2]([C:4]2[CH:5]=[C:6]([C:22]([N:24]([CH3:26])[CH3:25])=[O:23])[CH:7]=[C:8]3[C:13]=2[O:12][C:11]([N:14]2[CH2:19][CH2:18][O:17][C@@H:16]([CH3:20])[CH2:15]2)=[CH:10][C:9]3=[O:21])[CH3:3])[CH:32]=[C:33]([F:35])[CH:34]=1. The yield is 0.600. (3) The reactants are [CH2:1]([O:3][C:4](=[O:22])[C:5]1[CH:10]=[C:9]([N+:11]([O-])=O)[CH:8]=[C:7]([N+]([O-])=O)[C:6]=1[CH:17]=[CH:18][N:19](C)C)[CH3:2].Cl[Sn]Cl. The catalyst is C(O)C. The product is [CH2:1]([O:3][C:4]([C:5]1[C:6]2[CH:17]=[CH:18][NH:19][C:7]=2[CH:8]=[C:9]([NH2:11])[CH:10]=1)=[O:22])[CH3:2]. The yield is 0.400. (4) The reactants are [NH2:1][CH2:2][C@@H:3]1[CH2:7][C@H:6]([NH:8][C:9]([C:11]2[C:19]3[C:14](=[CH:15][CH:16]=[CH:17][CH:18]=3)[N:13]([CH:20]([CH3:22])[CH3:21])[N:12]=2)=[O:10])[CH2:5][N:4]1[C:23]([O:25][C:26]([CH3:29])([CH3:28])[CH3:27])=[O:24].C(N(CC)CC)C.[C:37](Cl)(=[O:39])[CH3:38].O. The catalyst is ClCCl. The product is [C:37]([NH:1][CH2:2][C@@H:3]1[CH2:7][C@H:6]([NH:8][C:9]([C:11]2[C:19]3[C:14](=[CH:15][CH:16]=[CH:17][CH:18]=3)[N:13]([CH:20]([CH3:21])[CH3:22])[N:12]=2)=[O:10])[CH2:5][N:4]1[C:23]([O:25][C:26]([CH3:27])([CH3:29])[CH3:28])=[O:24])(=[O:39])[CH3:38]. The yield is 0.900. (5) The reactants are [OH:1][C@@H:2]([C:6]1[CH:14]=[CH:13][C:9]([C:10]([OH:12])=O)=[CH:8][CH:7]=1)[CH2:3][CH2:4][CH3:5].Cl.[NH2:16][CH2:17][CH2:18][C:19]([O:21][CH2:22][CH3:23])=[O:20].F[P-](F)(F)(F)(F)F.N1(OC(N(C)C)=[N+](C)C)C2N=CC=CC=2N=N1.C(N(C(C)C)CC)(C)C. The catalyst is CN(C)C=O. The product is [OH:1][C@@H:2]([C:6]1[CH:7]=[CH:8][C:9]([C:10]([NH:16][CH2:17][CH2:18][C:19]([O:21][CH2:22][CH3:23])=[O:20])=[O:12])=[CH:13][CH:14]=1)[CH2:3][CH2:4][CH3:5]. The yield is 1.00. (6) The reactants are [OH:1][C@H:2]([C:36]1[CH:45]=[CH:44][C:43]([OH:46])=[C:42]2[C:37]=1[CH:38]=[CH:39][C:40](=[O:47])[NH:41]2)[CH2:3][NH:4][CH2:5][CH2:6][CH2:7][CH2:8][CH2:9][CH2:10][CH2:11][CH2:12][CH2:13][N:14]1[CH2:19][CH2:18][CH:17]([O:20][C:21](=[O:35])[NH:22][C:23]2[CH:28]=[CH:27][CH:26]=[CH:25][C:24]=2[C:29]2[CH:34]=[CH:33][CH:32]=[CH:31][CH:30]=2)[CH2:16][CH2:15]1.[C:48]1([S:62]([OH:65])(=[O:64])=[O:63])[C:57]2[CH:56]=[CH:55][CH:54]=[C:53]([S:58]([OH:61])(=[O:60])=[O:59])[C:52]=2[CH:51]=[CH:50][CH:49]=1. The catalyst is CO. The product is [C:48]1([S:62]([OH:65])(=[O:64])=[O:63])[C:57]2[CH:56]=[CH:55][CH:54]=[C:53]([S:58]([OH:61])(=[O:60])=[O:59])[C:52]=2[CH:51]=[CH:50][CH:49]=1.[OH:1][C@H:2]([C:36]1[CH:45]=[CH:44][C:43]([OH:46])=[C:42]2[C:37]=1[CH:38]=[CH:39][C:40](=[O:47])[NH:41]2)[CH2:3][NH:4][CH2:5][CH2:6][CH2:7][CH2:8][CH2:9][CH2:10][CH2:11][CH2:12][CH2:13][N:14]1[CH2:15][CH2:16][CH:17]([O:20][C:21](=[O:35])[NH:22][C:23]2[CH:28]=[CH:27][CH:26]=[CH:25][C:24]=2[C:29]2[CH:30]=[CH:31][CH:32]=[CH:33][CH:34]=2)[CH2:18][CH2:19]1. The yield is 0.800. (7) The reactants are [Br:1][C:2]1[S:6][C:5]([C:7]([OH:9])=O)=[CH:4][CH:3]=1.Cl.Cl.[CH3:12][CH:13]1[CH:18]([NH2:19])[CH:17]2[CH2:20][CH2:21][N:14]1[CH2:15][CH2:16]2.CN(C(ON1N=NC2C=CC=NC1=2)=[N+](C)C)C.F[P-](F)(F)(F)(F)F.CCN(C(C)C)C(C)C.C([O-])(O)=O.[Na+]. The catalyst is CC#N.CCOC(C)=O. The product is [Br:1][C:2]1[S:6][C:5]([C:7]([NH:19][CH:18]2[CH:17]3[CH2:20][CH2:21][N:14]([CH2:15][CH2:16]3)[CH:13]2[CH3:12])=[O:9])=[CH:4][CH:3]=1. The yield is 0.490. (8) The reactants are CN.[C:3]1([C:18]2[CH:23]=[CH:22][CH:21]=[CH:20][CH:19]=2)[CH:8]=[CH:7][C:6]([C:9](=O)[CH2:10][N:11]2[CH2:16][CH2:15][O:14][CH2:13][CH2:12]2)=[CH:5][CH:4]=1.[C:24]([BH3-])#[N:25].[Na+].C(O)(=O)C. The product is [C:3]1([C:18]2[CH:23]=[CH:22][CH:21]=[CH:20][CH:19]=2)[CH:8]=[CH:7][C:6]([CH:9]([NH:25][CH3:24])[CH2:10][N:11]2[CH2:16][CH2:15][O:14][CH2:13][CH2:12]2)=[CH:5][CH:4]=1. The yield is 0.530. The catalyst is C1COCC1. (9) The reactants are [CH2:1]([O:8][C:9]1[CH:14]=[CH:13][C:12]([NH:15][C:16](=[NH:25])[C:17]2[CH:22]=[CH:21][C:20]([Cl:23])=[CH:19][C:18]=2[Cl:24])=[CH:11][CH:10]=1)[C:2]1[CH:7]=[CH:6][CH:5]=[CH:4][CH:3]=1.C(=O)([O-])[O-].[K+].[K+].[CH2:32]([O:34][C:35](=[O:41])[C:36](=O)[CH:37](Br)[CH3:38])[CH3:33]. The catalyst is C1COCC1. The product is [CH2:32]([O:34][C:35]([C:36]1[N:25]=[C:16]([C:17]2[CH:22]=[CH:21][C:20]([Cl:23])=[CH:19][C:18]=2[Cl:24])[N:15]([C:12]2[CH:11]=[CH:10][C:9]([O:8][CH2:1][C:2]3[CH:7]=[CH:6][CH:5]=[CH:4][CH:3]=3)=[CH:14][CH:13]=2)[C:37]=1[CH3:38])=[O:41])[CH3:33]. The yield is 0.650. (10) The reactants are Br[C:2]1[C:3]([C:10]#[N:11])=[CH:4][S:5][C:6]=1[N+:7]([O-:9])=[O:8].C([Sn](CCCC)(CCCC)[C:17]1[O:18][CH:19]=[CH:20][N:21]=1)CCC. The catalyst is C1C=CC([P]([Pd]([P](C2C=CC=CC=2)(C2C=CC=CC=2)C2C=CC=CC=2)([P](C2C=CC=CC=2)(C2C=CC=CC=2)C2C=CC=CC=2)[P](C2C=CC=CC=2)(C2C=CC=CC=2)C2C=CC=CC=2)(C2C=CC=CC=2)C2C=CC=CC=2)=CC=1.[Cu]I. The product is [N+:7]([C:6]1[S:5][CH:4]=[C:3]([C:10]#[N:11])[C:2]=1[C:17]1[O:18][CH:19]=[CH:20][N:21]=1)([O-:9])=[O:8]. The yield is 0.180.